This data is from Peptide-MHC class I binding affinity with 185,985 pairs from IEDB/IMGT. The task is: Regression. Given a peptide amino acid sequence and an MHC pseudo amino acid sequence, predict their binding affinity value. This is MHC class I binding data. (1) The binding affinity (normalized) is 0.213. The peptide sequence is LLQAIGAAA. The MHC is HLA-B18:01 with pseudo-sequence HLA-B18:01. (2) The MHC is HLA-A26:01 with pseudo-sequence HLA-A26:01. The binding affinity (normalized) is 0. The peptide sequence is GQISVQPTF.